From a dataset of Peptide-MHC class I binding affinity with 185,985 pairs from IEDB/IMGT. Regression. Given a peptide amino acid sequence and an MHC pseudo amino acid sequence, predict their binding affinity value. This is MHC class I binding data. The peptide sequence is KLTKDRKML. The MHC is HLA-A02:01 with pseudo-sequence HLA-A02:01. The binding affinity (normalized) is 0.